Predict the reactants needed to synthesize the given product. From a dataset of Full USPTO retrosynthesis dataset with 1.9M reactions from patents (1976-2016). (1) Given the product [Cl:7][C:8]1[CH:9]=[C:10]([CH:15]=[CH:16][C:17]=1[O:18][CH2:3][C:2]([F:6])([F:5])[F:1])[C:11]([O:13][CH3:14])=[O:12], predict the reactants needed to synthesize it. The reactants are: [F:1][C:2]([F:6])([F:5])[CH2:3]I.[Cl:7][C:8]1[CH:9]=[C:10]([CH:15]=[CH:16][C:17]=1[OH:18])[C:11]([O:13][CH3:14])=[O:12].C(=O)([O-])[O-].[K+].[K+]. (2) Given the product [CH3:1][O:2][C:3]1[CH:8]=[CH:7][C:6]([C:9]2[CH:13]=[CH:12][S:11][CH:10]=2)=[CH:5][C:4]=1[C:14](=[CH2:26])[C:15]([C:17]1[CH:18]=[CH:19][C:20]([C:21]([OH:23])=[O:22])=[CH:24][CH:25]=1)=[O:16], predict the reactants needed to synthesize it. The reactants are: [CH3:1][O:2][C:3]1[CH:8]=[CH:7][C:6]([C:9]2[CH:13]=[CH:12][S:11][CH:10]=2)=[CH:5][C:4]=1[CH2:14][C:15]([C:17]1[CH:25]=[CH:24][C:20]([C:21]([OH:23])=[O:22])=[CH:19][CH:18]=1)=[O:16].[CH3:26]N(C=O)C. (3) Given the product [Br:12][CH2:11][CH2:10][CH2:9][N:6]1[CH:4]=[C:3]([CH2:2][CH2:1][OH:5])[N:8]=[N:7]1, predict the reactants needed to synthesize it. The reactants are: [CH2:1]([OH:5])[CH2:2][C:3]#[CH:4].[N:6]([CH2:9][CH2:10][CH2:11][Br:12])=[N+:7]=[N-:8].O=C1O[C@H]([C@H](CO)O)C([O-])=C1O.[Na+]. (4) Given the product [NH2:8][CH2:9][C:10]([N:12]1[CH2:24][CH2:23][C:22]2[C:21]3[C:16](=[CH:17][CH:18]=[C:19]([CH3:25])[CH:20]=3)[NH:15][C:14]=2[CH:13]1[C:26]1[CH:27]=[C:28]([OH:32])[CH:29]=[CH:30][CH:31]=1)=[O:11].[ClH:33], predict the reactants needed to synthesize it. The reactants are: C(OC([NH:8][CH2:9][C:10]([N:12]1[CH2:24][CH2:23][C:22]2[C:21]3[C:16](=[CH:17][CH:18]=[C:19]([CH3:25])[CH:20]=3)[NH:15][C:14]=2[CH:13]1[C:26]1[CH:27]=[C:28]([OH:32])[CH:29]=[CH:30][CH:31]=1)=[O:11])=O)(C)(C)C.[ClH:33].O1CCOCC1. (5) Given the product [CH:1]1([CH:7]([NH:22][C:23]2[CH:24]=[CH:25][C:26]([C:29]([N:31]([CH3:39])[CH2:32][CH2:33][C:34]([OH:36])=[O:35])=[O:30])=[CH:27][CH:28]=2)[C:9]2[N:10]=[C:11]3[CH:16]=[CH:15][C:14]([C:17]([F:20])([F:19])[F:18])=[CH:13][N:12]3[CH:21]=2)[CH2:6][CH2:5][CH2:4][CH2:3][CH2:2]1, predict the reactants needed to synthesize it. The reactants are: [CH:1]1([CH:7]([C:9]2[N:10]=[C:11]3[CH:16]=[CH:15][C:14]([C:17]([F:20])([F:19])[F:18])=[CH:13][N:12]3[CH:21]=2)O)[CH2:6][CH2:5][CH2:4][CH2:3][CH2:2]1.[NH2:22][C:23]1[CH:28]=[CH:27][C:26]([C:29]([N:31]([CH3:39])[CH2:32][CH2:33][C:34]([O:36]CC)=[O:35])=[O:30])=[CH:25][CH:24]=1. (6) Given the product [CH3:1][O:2][C:3]([C@@H:5]1[CH2:9][CH2:8][CH2:7][C@@H:6]1[N:10]([CH2:11][C:12]1[CH:17]=[CH:16][C:15]([F:18])=[CH:14][CH:13]=1)[C:35](=[O:36])[CH2:34][C:29]1[NH:28][C:27]2[CH:38]=[CH:39][C:24]([NH:23][S:20]([CH3:19])(=[O:22])=[O:21])=[CH:25][C:26]=2[S:31](=[O:32])(=[O:33])[N:30]=1)=[O:4], predict the reactants needed to synthesize it. The reactants are: [CH3:1][O:2][C:3]([C@@H:5]1[CH2:9][CH2:8][CH2:7][C@@H:6]1[NH:10][CH2:11][C:12]1[CH:17]=[CH:16][C:15]([F:18])=[CH:14][CH:13]=1)=[O:4].[CH3:19][S:20]([NH:23][C:24]1[CH:39]=[CH:38][C:27]2[NH:28][C:29]([CH2:34][C:35](O)=[O:36])=[N:30][S:31](=[O:33])(=[O:32])[C:26]=2[CH:25]=1)(=[O:22])=[O:21].C1(N=C=NC2CCCCC2)CCCCC1. (7) Given the product [C:1]([C:5]([OH:7])=[O:6])([CH3:4])([CH3:3])[CH3:2].[NH2:19][C:14]1[CH:15]=[N:16][C:17]2[C:12]([C:13]=1[NH:22][NH2:23])=[CH:11][CH:10]=[C:9]([Br:8])[CH:18]=2, predict the reactants needed to synthesize it. The reactants are: [C:1]([C:5]([OH:7])=[O:6])([CH3:4])([CH3:3])[CH3:2].[Br:8][C:9]1[CH:18]=[C:17]2[C:12]([C:13]([NH:22][NH2:23])=[C:14]([N+:19]([O-])=O)[CH:15]=[N:16]2)=[CH:11][CH:10]=1. (8) Given the product [C:1]([N:5]1[C:10](=[O:11])[C:9]([CH2:12][OH:16])=[C:8]([Cl:14])[CH:7]=[N:6]1)([CH3:4])([CH3:3])[CH3:2], predict the reactants needed to synthesize it. The reactants are: [C:1]([N:5]1[C:10](=[O:11])[C:9]([CH2:12]Br)=[C:8]([Cl:14])[CH:7]=[N:6]1)([CH3:4])([CH3:3])[CH3:2].C(=O)([O-])[O-:16].[Ca+2].O.O1CCOCC1.Cl. (9) The reactants are: [F:1][C:2]1[C:3]([C:9]2[N:13]([CH:14]([CH3:16])[CH3:15])[C:12]([CH3:17])=[N:11][CH:10]=2)=[N:4][C:5]([NH2:8])=[N:6][CH:7]=1.Br[C:19]1[CH:20]=[C:21]([CH:26]=[CH:27][CH:28]=1)[C:22]([O:24][CH3:25])=[O:23].C([O-])([O-])=O.[Cs+].[Cs+].CC(C1C=C(C(C)C)C(C2C=CC=CC=2P(C2CCCCC2)C2CCCCC2)=C(C(C)C)C=1)C. Given the product [F:1][C:2]1[C:3]([C:9]2[N:13]([CH:14]([CH3:15])[CH3:16])[C:12]([CH3:17])=[N:11][CH:10]=2)=[N:4][C:5]([NH:8][C:19]2[CH:20]=[C:21]([CH:26]=[CH:27][CH:28]=2)[C:22]([O:24][CH3:25])=[O:23])=[N:6][CH:7]=1, predict the reactants needed to synthesize it. (10) Given the product [OH:1][CH:2]([C:13]1[CH:14]=[CH:15][C:16]([N:19]2[CH2:20][CH2:21][O:22][CH2:23][CH2:24]2)=[CH:17][CH:18]=1)[CH2:3][N:4]([CH3:12])[C:5](=[O:11])[O:6][C:7]([CH3:9])([CH3:10])[CH3:8], predict the reactants needed to synthesize it. The reactants are: [O:1]=[C:2]([C:13]1[CH:18]=[CH:17][C:16]([N:19]2[CH2:24][CH2:23][O:22][CH2:21][CH2:20]2)=[CH:15][CH:14]=1)[CH2:3][N:4]([CH3:12])[C:5](=[O:11])[O:6][C:7]([CH3:10])([CH3:9])[CH3:8].C(O)C.[BH4-].[Na+].